From a dataset of NCI-60 drug combinations with 297,098 pairs across 59 cell lines. Regression. Given two drug SMILES strings and cell line genomic features, predict the synergy score measuring deviation from expected non-interaction effect. (1) Drug 1: C1CCC(CC1)NC(=O)N(CCCl)N=O. Drug 2: CC1C(C(CC(O1)OC2CC(CC3=C2C(=C4C(=C3O)C(=O)C5=C(C4=O)C(=CC=C5)OC)O)(C(=O)CO)O)N)O.Cl. Cell line: SNB-19. Synergy scores: CSS=41.7, Synergy_ZIP=-1.87, Synergy_Bliss=-3.64, Synergy_Loewe=-0.338, Synergy_HSA=0.221. (2) Drug 1: C1C(C(OC1N2C=NC3=C(N=C(N=C32)Cl)N)CO)O. Cell line: HCT116. Drug 2: CS(=O)(=O)OCCCCOS(=O)(=O)C. Synergy scores: CSS=59.7, Synergy_ZIP=-4.82, Synergy_Bliss=-5.06, Synergy_Loewe=-32.6, Synergy_HSA=-0.572. (3) Drug 1: CC1C(C(CC(O1)OC2CC(OC(C2O)C)OC3=CC4=CC5=C(C(=O)C(C(C5)C(C(=O)C(C(C)O)O)OC)OC6CC(C(C(O6)C)O)OC7CC(C(C(O7)C)O)OC8CC(C(C(O8)C)O)(C)O)C(=C4C(=C3C)O)O)O)O. Drug 2: C(CCl)NC(=O)N(CCCl)N=O. Cell line: NCI-H322M. Synergy scores: CSS=34.4, Synergy_ZIP=2.20, Synergy_Bliss=1.56, Synergy_Loewe=-37.8, Synergy_HSA=-1.64. (4) Drug 1: C1=CN(C(=O)N=C1N)C2C(C(C(O2)CO)O)O.Cl. Drug 2: CC1C(C(CC(O1)OC2CC(CC3=C2C(=C4C(=C3O)C(=O)C5=CC=CC=C5C4=O)O)(C(=O)C)O)N)O. Cell line: SK-MEL-2. Synergy scores: CSS=53.3, Synergy_ZIP=-1.15, Synergy_Bliss=-13.6, Synergy_Loewe=-11.7, Synergy_HSA=-14.2. (5) Drug 1: C1=C(C(=O)NC(=O)N1)N(CCCl)CCCl. Drug 2: C1=NC2=C(N=C(N=C2N1C3C(C(C(O3)CO)O)O)F)N. Cell line: A549. Synergy scores: CSS=4.86, Synergy_ZIP=-10.4, Synergy_Bliss=-9.37, Synergy_Loewe=-15.8, Synergy_HSA=-10.5. (6) Drug 1: CC1=C2C(C(=O)C3(C(CC4C(C3C(C(C2(C)C)(CC1OC(=O)C(C(C5=CC=CC=C5)NC(=O)OC(C)(C)C)O)O)OC(=O)C6=CC=CC=C6)(CO4)OC(=O)C)OC)C)OC. Drug 2: C1CN1P(=S)(N2CC2)N3CC3. Cell line: DU-145. Synergy scores: CSS=44.9, Synergy_ZIP=-8.55, Synergy_Bliss=-11.7, Synergy_Loewe=-11.8, Synergy_HSA=-8.23. (7) Drug 1: COC1=NC(=NC2=C1N=CN2C3C(C(C(O3)CO)O)O)N. Drug 2: CC12CCC3C(C1CCC2OP(=O)(O)O)CCC4=C3C=CC(=C4)OC(=O)N(CCCl)CCCl.[Na+]. Cell line: HS 578T. Synergy scores: CSS=-6.38, Synergy_ZIP=3.25, Synergy_Bliss=1.62, Synergy_Loewe=-6.19, Synergy_HSA=-6.00.